From a dataset of Forward reaction prediction with 1.9M reactions from USPTO patents (1976-2016). Predict the product of the given reaction. (1) Given the reactants C(O)(C(F)(F)F)=O.C(OC([N:15]1[CH2:20][C@@H:19]2[CH2:21][C@H:16]1[CH2:17][N:18]2[CH2:22][C:23]1[N:24]([CH3:49])[C:25]2[C:30]([N:31]=1)=[C:29]([N:32]1[CH2:37][CH2:36][O:35][CH2:34][CH2:33]1)[N:28]=[C:27]([N:38]1[C:42]3[CH:43]=[CH:44][CH:45]=[CH:46][C:41]=3[N:40]=[C:39]1[CH2:47][CH3:48])[N:26]=2)=O)(C)(C)C, predict the reaction product. The product is: [C@H:19]12[CH2:21][C@H:16]([NH:15][CH2:20]1)[CH2:17][N:18]2[CH2:22][C:23]1[N:24]([CH3:49])[C:25]2[C:30]([N:31]=1)=[C:29]([N:32]1[CH2:37][CH2:36][O:35][CH2:34][CH2:33]1)[N:28]=[C:27]([N:38]1[C:42]3[CH:43]=[CH:44][CH:45]=[CH:46][C:41]=3[N:40]=[C:39]1[CH2:47][CH3:48])[N:26]=2. (2) The product is: [NH2:1][C:2]1[N:7]=[C:6]([N:8]2[CH2:17][CH2:16][C:15]3[C:10](=[CH:11][C:12]([N:18]4[CH2:23][CH2:22][N:21]([C:24]([NH:41][C:44]5[CH:45]=[CH:12][C:11]([Cl:38])=[CH:10][CH:9]=5)=[O:25])[CH2:20][CH2:19]4)=[CH:13][CH:14]=3)[CH2:9]2)[CH:5]=[C:4]([N:31]2[CH2:36][CH2:35][N:34]([CH3:37])[CH2:33][CH2:32]2)[N:3]=1. Given the reactants [NH2:1][C:2]1[N:7]=[C:6]([N:8]2[CH2:17][CH2:16][C:15]3[C:10](=[CH:11][C:12]([N:18]4[CH2:23][CH2:22][N:21]([C:24](OC(C)(C)C)=[O:25])[CH2:20][CH2:19]4)=[CH:13][CH:14]=3)[CH2:9]2)[CH:5]=[C:4]([N:31]2[CH2:36][CH2:35][N:34]([CH3:37])[CH2:33][CH2:32]2)[N:3]=1.[ClH:38].C([N:41]([CH2:44][CH3:45])CC)C, predict the reaction product. (3) Given the reactants [F:1][C:2]([F:29])([F:28])[C:3]1[CH:27]=[CH:26][CH:25]=[CH:24][C:4]=1[C:5]([N:7]1[CH2:11][C:10]2[CH2:12][N:13]([C:15]3[CH:23]=[CH:22][C:18]([C:19](O)=[O:20])=[CH:17][N:16]=3)[CH2:14][C:9]=2[CH2:8]1)=[O:6].[CH2:30]([NH2:35])[CH2:31][CH:32]([CH3:34])[CH3:33], predict the reaction product. The product is: [CH3:33][CH:32]([CH3:34])[CH2:31][CH2:30][NH:35][C:19](=[O:20])[C:18]1[CH:22]=[CH:23][C:15]([N:13]2[CH2:12][C:10]3[CH2:11][N:7]([C:5](=[O:6])[C:4]4[CH:24]=[CH:25][CH:26]=[CH:27][C:3]=4[C:2]([F:1])([F:29])[F:28])[CH2:8][C:9]=3[CH2:14]2)=[N:16][CH:17]=1. (4) Given the reactants [F:1][B-](F)(F)F.N#[O+].N[C:9]1[CH:10]=[C:11]([CH:15]=[C:16]([N+:18]([O-:20])=[O:19])[CH:17]=1)[C:12]([OH:14])=[O:13].ClC1C=CC=CC=1Cl, predict the reaction product. The product is: [F:1][C:9]1[CH:10]=[C:11]([CH:15]=[C:16]([N+:18]([O-:20])=[O:19])[CH:17]=1)[C:12]([OH:14])=[O:13]. (5) Given the reactants [C:1]([C:3]1[CH:8]=[C:7]([CH3:9])[CH:6]=[CH:5][C:4]=1[C:10]1[CH:15]=[C:14]([O:16][CH2:17][CH:18]2[CH2:22][O:21]C(C)(C)[O:19]2)[CH:13]=[C:12]([C:25]([OH:27])=[O:26])[CH:11]=1)#[N:2].Cl, predict the reaction product. The product is: [C:1]([C:3]1[CH:8]=[C:7]([CH3:9])[CH:6]=[CH:5][C:4]=1[C:10]1[CH:15]=[C:14]([O:16][CH2:17][CH:18]([OH:19])[CH2:22][OH:21])[CH:13]=[C:12]([C:25]([OH:27])=[O:26])[CH:11]=1)#[N:2]. (6) Given the reactants [ClH:1].[Br:2][C:3]1[CH:8]=[CH:7][C:6]([NH:9][NH2:10])=[CH:5][CH:4]=1.[C:11]([C:14]1[CH:15]=[N:16][CH:17]=[CH:18][CH:19]=1)(=O)[CH3:12], predict the reaction product. The product is: [ClH:1].[Br:2][C:3]1[CH:8]=[CH:7][C:6]([NH:9]/[N:10]=[C:11](\[C:14]2[CH:15]=[N:16][CH:17]=[CH:18][CH:19]=2)/[CH3:12])=[CH:5][CH:4]=1.